Dataset: Reaction yield outcomes from USPTO patents with 853,638 reactions. Task: Predict the reaction yield, written as a fraction of the theoretical maximum amount of product (1.0 means a 100% yield; for example, 0.34 means a 34% yield). (1) The reactants are [C:1]([OH:10])(=[O:9])[C:2]1[C:3](=[CH:5][CH:6]=[CH:7][CH:8]=1)[NH2:4].[C:11]1(=O)[CH2:16][CH2:15][CH2:14][CH2:13][CH2:12]1. No catalyst specified. The product is [C:11]1(=[N:4][C:3]2[CH:5]=[CH:6][CH:7]=[CH:8][C:2]=2[C:1]([OH:10])=[O:9])[CH2:16][CH2:15][CH2:14][CH2:13][CH2:12]1. The yield is 0.690. (2) The catalyst is C(Cl)Cl.[Cu]Cl. The reactants are C(N)CCC.NO.Cl.[CH:9]#[C:10][CH2:11][C@@H:12]([OH:22])[C@H:13]([OH:21])[CH2:14][CH2:15][CH2:16][CH2:17][CH2:18][CH2:19][CH3:20].Br[C:24]#[C:25][C@@H:26]([C:28]1[CH:33]=[CH:32][CH:31]=[CH:30][CH:29]=1)[OH:27]. The yield is 0.780. The product is [C:28]1([C@@H:26]([OH:27])[C:25]#[C:24][C:9]#[C:10][CH2:11][C@@H:12]([OH:22])[C@H:13]([OH:21])[CH2:14][CH2:15][CH2:16][CH2:17][CH2:18][CH2:19][CH3:20])[CH:33]=[CH:32][CH:31]=[CH:30][CH:29]=1. (3) The reactants are [F:1][C:2]1[CH:21]=[C:20]([C:22]2[CH:27]=[CH:26][CH:25]=[CH:24][N:23]=2)[CH:19]=[CH:18][C:3]=1[C:4]([NH:6][C:7]1[C:8](O)=[C:9]([CH:14]=[CH:15][CH:16]=1)[C:10]([O:12][CH3:13])=[O:11])=[O:5].CC1C=CC(S(O)(=O)=O)=CC=1. The catalyst is C1(C)C=CC=CC=1. The product is [F:1][C:2]1[CH:21]=[C:20]([C:22]2[CH:27]=[CH:26][CH:25]=[CH:24][N:23]=2)[CH:19]=[CH:18][C:3]=1[C:4]1[O:5][C:8]2[C:9]([C:10]([O:12][CH3:13])=[O:11])=[CH:14][CH:15]=[CH:16][C:7]=2[N:6]=1. The yield is 0.380.